Dataset: Forward reaction prediction with 1.9M reactions from USPTO patents (1976-2016). Task: Predict the product of the given reaction. (1) Given the reactants [CH2:1]([C:5]1[CH:14]=[C:13]([CH2:15][CH:16]([CH3:18])[CH3:17])[CH:12]=[C:11]2[C:6]=1[CH:7]=[CH:8][N:9]=[CH:10]2)[CH:2]([CH3:4])[CH3:3].[CH3:19][C:20]1[CH:21]=[C:22]([Mg]Br)[CH:23]=[C:24]([CH3:26])[CH:25]=1.C(C1C(=O)C(Cl)=C(Cl)C(=O)C=1C#N)#N, predict the reaction product. The product is: [CH3:19][C:20]1[CH:21]=[C:22]([C:10]2[C:11]3[C:6](=[C:5]([CH2:1][CH:2]([CH3:4])[CH3:3])[CH:14]=[C:13]([CH2:15][CH:16]([CH3:18])[CH3:17])[CH:12]=3)[CH:7]=[CH:8][N:9]=2)[CH:23]=[C:24]([CH3:26])[CH:25]=1. (2) Given the reactants [C:1]([O:4][C@H:5]1[CH2:22][CH2:21][C@@:20]2([CH3:23])[C@@H:7]([CH2:8][CH2:9][C@:10]3([CH3:46])[C@@H:19]2[CH2:18][CH2:17][C@H:16]2[C@@:11]3([CH3:45])[CH2:12][CH2:13][C@@:14]3([C:30](=[O:44])[NH:31][C@@H:32]4[CH2:36][CH2:35][C@H:34]([CH2:37][N:38]5[CH2:43][CH2:42][O:41][CH2:40][CH2:39]5)[CH2:33]4)[CH2:26][CH2:25][C@@H:24]([C:27]([CH3:29])=[CH2:28])[C@@H:15]32)[C:6]1([CH3:48])[CH3:47])(=[O:3])[CH3:2].N1C=CC=CC=1.[CH3:55][C:56]1(C)[CH2:60]C(=O)[O:58][C:57]1=[O:62], predict the reaction product. The product is: [CH3:55][C:56]([CH3:60])([CH2:2][C:1](=[O:3])[O:4][C@H:5]1[CH2:22][CH2:21][C@@:20]2([CH3:23])[C@@H:7]([CH2:8][CH2:9][C@:10]3([CH3:46])[C@@H:19]2[CH2:18][CH2:17][C@H:16]2[C@@:11]3([CH3:45])[CH2:12][CH2:13][C@@:14]3([C:30](=[O:44])[NH:31][C@@H:32]4[CH2:36][CH2:35][C@H:34]([CH2:37][N:38]5[CH2:43][CH2:42][O:41][CH2:40][CH2:39]5)[CH2:33]4)[CH2:26][CH2:25][C@@H:24]([C:27]([CH3:29])=[CH2:28])[C@@H:15]32)[C:6]1([CH3:48])[CH3:47])[C:57]([OH:62])=[O:58]. (3) Given the reactants [OH:1][CH:2]1[CH2:15][C@@H:14]2[C@@H:5]([C@@H:6]3[C@@H:11]([CH2:12][CH2:13]2)[CH2:10][C@@:9]2([CH3:20])[C:16](=[O:19])[CH2:17][CH2:18][C@@H:8]2[CH2:7]3)[CH2:4][CH2:3]1.[I-].[CH3:22][S+](C)C.CC(C)([O-])C.[K+], predict the reaction product. The product is: [CH3:20][C@:9]12[C@@:16]3([CH2:22][O:19]3)[CH2:17][CH2:18][C@@H:8]1[CH2:7][C@H:6]1[C@@H:11]([CH2:12][CH2:13][C@H:14]3[C@@H:5]1[CH2:4][CH2:3][C@@H:2]([OH:1])[CH2:15]3)[CH2:10]2. (4) Given the reactants [CH:1]([C:4]1[CH:12]=[CH:11][C:7]([C:8]([OH:10])=[O:9])=[CH:6][CH:5]=1)([CH3:3])[CH3:2].[OH-].[K+].[Mn]([O-])(=O)(=O)=[O:16].[K+], predict the reaction product. The product is: [OH:16][C:1]([C:4]1[CH:12]=[CH:11][C:7]([C:8]([OH:10])=[O:9])=[CH:6][CH:5]=1)([CH3:3])[CH3:2]. (5) Given the reactants Br[C:2]1[CH:3]=[C:4]([F:16])[CH:5]=[C:6]2[C:10]=1[N:9]([CH3:11])[C:8]([C:12]([NH2:14])=[O:13])=[C:7]2[CH3:15].[Cl:17][C:18]1[CH:23]=[C:22]([Cl:24])[CH:21]=[CH:20][C:19]=1B(O)O, predict the reaction product. The product is: [Cl:17][C:18]1[CH:23]=[C:22]([Cl:24])[CH:21]=[CH:20][C:19]=1[C:2]1[CH:3]=[C:4]([F:16])[CH:5]=[C:6]2[C:10]=1[N:9]([CH3:11])[C:8]([C:12]([NH2:14])=[O:13])=[C:7]2[CH3:15].